From a dataset of Full USPTO retrosynthesis dataset with 1.9M reactions from patents (1976-2016). Predict the reactants needed to synthesize the given product. Given the product [CH2:14]([S:19][C:2]1[CH:9]=[CH:8][CH:7]=[CH:6][C:3]=1[C:4]#[N:5])[CH2:13][CH3:12], predict the reactants needed to synthesize it. The reactants are: F[C:2]1[CH:9]=[CH:8][CH:7]=[CH:6][C:3]=1[C:4]#[N:5].BrC1[CH:12]=[CH:13][C:14]([S:19]CC)=C(C=1)C=O.C([S-])CC.[Na+].